This data is from Peptide-MHC class I binding affinity with 185,985 pairs from IEDB/IMGT. The task is: Regression. Given a peptide amino acid sequence and an MHC pseudo amino acid sequence, predict their binding affinity value. This is MHC class I binding data. (1) The peptide sequence is RQWGMGFLL. The MHC is HLA-C06:02 with pseudo-sequence HLA-C06:02. The binding affinity (normalized) is 0.312. (2) The peptide sequence is LRGKWQRRYR. The MHC is HLA-A02:03 with pseudo-sequence HLA-A02:03. The binding affinity (normalized) is 0.